Dataset: Reaction yield outcomes from USPTO patents with 853,638 reactions. Task: Predict the reaction yield, written as a fraction of the theoretical maximum amount of product (1.0 means a 100% yield; for example, 0.34 means a 34% yield). (1) The reactants are COC1C=C2C(=C(N)C=1)N=CC=C2.[CH3:14][O:15][C:16]1[CH:25]=[CH:24][C:23]([NH2:26])=[C:22]2[C:17]=1[CH:18]=[CH:19][CH:20]=[N:21]2.[N+:27]([C:30]1[CH:35]=[CH:34][CH:33]=[CH:32][C:31]=1[S:36](Cl)(=[O:38])=[O:37])([O-:29])=[O:28]. No catalyst specified. The product is [CH3:14][O:15][C:16]1[CH:25]=[CH:24][C:23]([NH:26][S:36]([C:31]2[CH:32]=[CH:33][CH:34]=[CH:35][C:30]=2[N+:27]([O-:29])=[O:28])(=[O:37])=[O:38])=[C:22]2[C:17]=1[CH:18]=[CH:19][CH:20]=[N:21]2. The yield is 0.640. (2) The reactants are [F:1][C:2]1[N:7]=[C:6]([C:8]2[CH:9]=[N:10][CH:11]=[CH:12][CH:13]=2)[CH:5]=[CH:4][C:3]=1B(O)O.Cl[C:18]1[N:23]=[C:22]([CH3:24])[N:21]=[C:20]([N:25]([CH2:35][C:36]2[CH:41]=[CH:40][C:39]([O:42][CH3:43])=[CH:38][CH:37]=2)[CH2:26][C:27]2[CH:32]=[CH:31][C:30]([O:33][CH3:34])=[CH:29][CH:28]=2)[N:19]=1.CC(N)CC1C=CC=CC=1.OP(O)(O)=O.C([O-])(=O)C.[K+]. The catalyst is O1CCOCC1.O. The product is [F:1][C:2]1[N:7]=[C:6]([C:8]2[CH:9]=[N:10][CH:11]=[CH:12][CH:13]=2)[CH:5]=[CH:4][C:3]=1[C:18]1[N:23]=[C:22]([CH3:24])[N:21]=[C:20]([N:25]([CH2:26][C:27]2[CH:28]=[CH:29][C:30]([O:33][CH3:34])=[CH:31][CH:32]=2)[CH2:35][C:36]2[CH:37]=[CH:38][C:39]([O:42][CH3:43])=[CH:40][CH:41]=2)[N:19]=1. The yield is 0.516. (3) The reactants are [CH2:1]([Zn]CC)C.FC(F)(F)C(O)=O.ICI.[CH3:16][O:17][C:18]([CH:20]1[CH2:24][C:23](=[CH2:25])[CH2:22][N:21]1[C:26]([O:28][CH2:29][C:30]1[CH:35]=[CH:34][CH:33]=[CH:32][CH:31]=1)=[O:27])=[O:19].C[N+]1([O-])CCOCC1. The catalyst is ClCCl.C1COCC1.O.CC(C)=O.[Os](=O)(=O)(=O)=O. The product is [CH3:16][O:17][C:18]([CH:20]1[CH2:24][C:23]2([CH2:1][CH2:25]2)[CH2:22][N:21]1[C:26]([O:28][CH2:29][C:30]1[CH:31]=[CH:32][CH:33]=[CH:34][CH:35]=1)=[O:27])=[O:19]. The yield is 0.650. (4) The product is [CH3:25][N:24]([C@@H:14]1[C@H:13]([CH3:12])[CH2:18][CH2:17][NH:16][CH2:15]1)[C:2]1[C:7]2[CH:8]=[CH:9][NH:10][C:6]=2[CH:5]=[CH:4][N:3]=1. The catalyst is O1CCOCC1.O. The reactants are Cl[C:2]1[CH:7]2[CH:8]=[CH:9][NH:10][CH:6]2[CH:5]=[CH:4][N:3]=1.Cl.[CH3:12][C@@H:13]1[CH2:18][CH2:17][N:16](C(=O)CC#N)[CH2:15][C@@H:14]1[NH:24][CH3:25].C(=O)([O-])[O-].[K+].[K+]. The yield is 0.406. (5) The reactants are CC1C=CC(S(O)(=O)=O)=CC=1.[C:12]1([C:18]2([C:24]([OH:26])=[O:25])[CH2:23][CH2:22][NH:21][CH2:20][CH2:19]2)[CH:17]=[CH:16][CH:15]=[CH:14][CH:13]=1.C(N(CC)CC)C.[C:34](O[C:34]([O:36][C:37]([CH3:40])([CH3:39])[CH3:38])=[O:35])([O:36][C:37]([CH3:40])([CH3:39])[CH3:38])=[O:35]. The catalyst is O1CCCC1. The product is [C:37]([O:36][C:34]([N:21]1[CH2:20][CH2:19][C:18]([C:12]2[CH:13]=[CH:14][CH:15]=[CH:16][CH:17]=2)([C:24]([OH:26])=[O:25])[CH2:23][CH2:22]1)=[O:35])([CH3:40])([CH3:39])[CH3:38]. The yield is 0.980.